From a dataset of Full USPTO retrosynthesis dataset with 1.9M reactions from patents (1976-2016). Predict the reactants needed to synthesize the given product. (1) The reactants are: [OH:1]/[N:2]=[C:3](/[NH:5][C:6](=O)[CH2:7][CH:8]1[CH2:13][CH2:12][CH:11]([C:14]2[S:15][C:16]([C:19]3[CH:24]=[CH:23][C:22]([N+:25]([O-:27])=[O:26])=[CH:21][CH:20]=3)=[CH:17][N:18]=2)[CH2:10][CH2:9]1)\[CH3:4]. Given the product [CH3:4][C:3]1[N:5]=[C:6]([CH2:7][CH:8]2[CH2:9][CH2:10][CH:11]([C:14]3[S:15][C:16]([C:19]4[CH:24]=[CH:23][C:22]([N+:25]([O-:27])=[O:26])=[CH:21][CH:20]=4)=[CH:17][N:18]=3)[CH2:12][CH2:13]2)[O:1][N:2]=1, predict the reactants needed to synthesize it. (2) The reactants are: [Si:1]([O:18][CH2:19][CH2:20][CH:21]([C:30](=[N:43][O:44]C)[C:31]#[C:32][CH:33]1[CH2:36][CH:35]([CH2:37][CH:38]([CH2:41][CH3:42])[CH2:39][CH3:40])[CH2:34]1)[CH2:22][C:23]([O:25][C:26]([CH3:29])([CH3:28])[CH3:27])=[O:24])([C:14]([CH3:17])([CH3:16])[CH3:15])([C:8]1[CH:13]=[CH:12][CH:11]=[CH:10][CH:9]=1)[C:2]1[CH:7]=[CH:6][CH:5]=[CH:4][CH:3]=1.C(#N)C.[I:49]I.S([O-])([O-])(=O)=S.[Na+].[Na+]. Given the product [Si:1]([O:18][CH2:19][CH2:20][CH:21]([C:30]1[C:31]([I:49])=[C:32]([CH:33]2[CH2:36][CH:35]([CH2:37][CH:38]([CH2:41][CH3:42])[CH2:39][CH3:40])[CH2:34]2)[O:44][N:43]=1)[CH2:22][C:23]([O:25][C:26]([CH3:28])([CH3:27])[CH3:29])=[O:24])([C:14]([CH3:17])([CH3:15])[CH3:16])([C:8]1[CH:13]=[CH:12][CH:11]=[CH:10][CH:9]=1)[C:2]1[CH:7]=[CH:6][CH:5]=[CH:4][CH:3]=1, predict the reactants needed to synthesize it. (3) Given the product [CH3:3][N:4]1[C:12](=[O:13])[C:11]2[N:10]([CH3:14])[C:9]([CH2:25][C:19](=[CH2:18])[C:20]([O:22][CH2:23][CH3:24])=[O:21])=[N:8][C:7]=2[N:6]([CH3:15])[C:5]1=[O:16], predict the reactants needed to synthesize it. The reactants are: [Li+].[Cl-].[CH3:3][N:4]1[C:12](=[O:13])[C:11]2[N:10]([CH3:14])[CH:9]=[N:8][C:7]=2[N:6]([CH3:15])[C:5]1=[O:16].Br[CH2:18][C:19](=[CH2:25])[C:20]([O:22][CH2:23][CH3:24])=[O:21].C([Cu])#N. (4) Given the product [C:47]([O:46][C:44](=[O:45])[NH:51][CH2:52][CH2:53][NH:54][C:12]([C:9]1[CH:8]=[CH:7][C:6]2[C:11](=[C:2]([Br:1])[CH:3]=[N:4][CH:5]=2)[N:10]=1)=[O:14])([CH3:50])([CH3:48])[CH3:49], predict the reactants needed to synthesize it. The reactants are: [Br:1][C:2]1[CH:3]=[N:4][CH:5]=[C:6]2[C:11]=1[N:10]=[C:9]([C:12]([OH:14])=O)[CH:8]=[CH:7]2.CN1CCOCC1.F[B-](F)(F)F.N1(OC(=[N+](C)C)N(C)C)C2C=CC=CC=2N=N1.[C:44]([NH:51][CH2:52][CH2:53][NH2:54])([O:46][C:47]([CH3:50])([CH3:49])[CH3:48])=[O:45]. (5) Given the product [NH2:18][C:16]1[N:15]=[CH:14][N:13]=[C:12]2[N:11]([CH2:26][C:27]3[N:28]([C:39]4[CH:44]=[CH:43][CH:42]=[CH:41][C:40]=4[CH3:45])[C:29](=[O:38])[C:30]4[C:35]([CH:36]=3)=[CH:34][CH:33]=[CH:32][C:31]=4[CH3:37])[N:10]=[C:9]([C:5]3[CH:6]=[CH:7][CH:8]=[C:3]([O:2][CH3:1])[CH:4]=3)[C:17]=12, predict the reactants needed to synthesize it. The reactants are: [CH3:1][O:2][C:3]1[CH:4]=[C:5]([C:9]2[C:17]3[C:12](=[N:13][CH:14]=[N:15][C:16]=3[NH2:18])[NH:11][N:10]=2)[CH:6]=[CH:7][CH:8]=1.CC(C)([O-])C.[K+].Br[CH2:26][C:27]1[N:28]([C:39]2[CH:44]=[CH:43][CH:42]=[CH:41][C:40]=2[CH3:45])[C:29](=[O:38])[C:30]2[C:35]([CH:36]=1)=[CH:34][CH:33]=[CH:32][C:31]=2[CH3:37]. (6) Given the product [C:27]([O:26][C:24]([N:18]1[CH2:23][CH2:22][N:21]([C:7](=[O:9])[C:6]2[CH:10]=[C:11]([S:14]([CH3:17])(=[O:16])=[O:15])[CH:12]=[CH:13][C:5]=2[O:4][CH:1]([CH3:2])[CH3:3])[CH2:20][CH2:19]1)=[O:25])([CH3:30])([CH3:28])[CH3:29], predict the reactants needed to synthesize it. The reactants are: [CH:1]([O:4][C:5]1[CH:13]=[CH:12][C:11]([S:14]([CH3:17])(=[O:16])=[O:15])=[CH:10][C:6]=1[C:7]([OH:9])=O)([CH3:3])[CH3:2].[N:18]1([C:24]([O:26][C:27]([CH3:30])([CH3:29])[CH3:28])=[O:25])[CH2:23][CH2:22][NH:21][CH2:20][CH2:19]1.CN(C(ON1N=NC2C=CC=CC1=2)=[N+](C)C)C.[B-](F)(F)(F)F.C(N(C(C)C)C(C)C)C. (7) The reactants are: C(O[C:4](=[O:35])[C:5]([O:10][CH2:11][C:12]([C:27]1[C:32]([F:33])=[CH:31][N:30]=[C:29]([Br:34])[CH:28]=1)([NH:14][S:15]([C:18]1[CH:23]=[CH:22][CH:21]=[CH:20][C:19]=1[N+:24]([O-:26])=[O:25])(=[O:17])=[O:16])[CH3:13])([CH2:8][F:9])[CH2:6][F:7])C.[NH3:36].N.CO. Given the product [Br:34][C:29]1[CH:28]=[C:27]([C:12]([NH:14][S:15]([C:18]2[CH:23]=[CH:22][CH:21]=[CH:20][C:19]=2[N+:24]([O-:26])=[O:25])(=[O:16])=[O:17])([CH3:13])[CH2:11][O:10][C:5]([CH2:6][F:7])([CH2:8][F:9])[C:4]([NH2:36])=[O:35])[C:32]([F:33])=[CH:31][N:30]=1, predict the reactants needed to synthesize it.